This data is from Forward reaction prediction with 1.9M reactions from USPTO patents (1976-2016). The task is: Predict the product of the given reaction. (1) Given the reactants [Cl:1][C:2]1[CH:3]=[C:4]([NH:17][C:18]2[C:27]3[C:22](=[CH:23][CH:24]=[C:25]([C:28]4[O:29][C:30]([CH:33]=O)=[CH:31][CH:32]=4)[CH:26]=3)[N:21]=[CH:20][N:19]=2)[CH:5]=[CH:6][C:7]=1[O:8][CH2:9][C:10]1[CH:15]=[CH:14][CH:13]=[C:12]([F:16])[CH:11]=1.Cl.C[O:37][C:38](=[O:41])[CH2:39][NH2:40].C(N(C(C)C)CC)(C)C.C(O[BH-](OC(=O)C)OC(=O)C)(=O)C.[Na+].[OH-].[Na+].Cl, predict the reaction product. The product is: [Cl:1][C:2]1[CH:3]=[C:4]([NH:17][C:18]2[C:27]3[C:22](=[CH:23][CH:24]=[C:25]([C:28]4[O:29][C:30]([CH2:33][NH:40][CH2:39][C:38]([OH:37])=[O:41])=[CH:31][CH:32]=4)[CH:26]=3)[N:21]=[CH:20][N:19]=2)[CH:5]=[CH:6][C:7]=1[O:8][CH2:9][C:10]1[CH:15]=[CH:14][CH:13]=[C:12]([F:16])[CH:11]=1. (2) Given the reactants Cl.[NH2:2][C@H:3]([C:14]([O:16][CH3:17])=[O:15])[CH2:4][C:5]1[C:13]2[C:8](=[CH:9][CH:10]=[CH:11][CH:12]=2)[NH:7][CH:6]=1.C(N(CC)CC)C.[C:25]([O:28][C:29]1[CH:30]=[C:31]([CH:37]=[CH:38][CH:39]=1)[CH:32]=[CH:33][C:34](O)=[O:35])(=[O:27])[CH3:26].CCN=C=NCCCN(C)C.Cl, predict the reaction product. The product is: [C:25]([O:28][C:29]1[CH:30]=[C:31]([CH:32]=[CH:33][C:34]([NH:2][C@H:3]([C:14]([O:16][CH3:17])=[O:15])[CH2:4][C:5]2[C:13]3[C:8](=[CH:9][CH:10]=[CH:11][CH:12]=3)[NH:7][CH:6]=2)=[O:35])[CH:37]=[CH:38][CH:39]=1)(=[O:27])[CH3:26]. (3) Given the reactants [F:1][C:2]1[CH:3]=[CH:4][C:5]2[N:14]=[C:13]([N:15]3[CH2:20][CH2:19][NH:18][C@@H:17]([CH2:21][CH2:22][O:23][CH3:24])[CH2:16]3)[C:12]3[CH:11]=[C:10]([CH3:25])[S:9][C:8]=3[NH:7][C:6]=2[CH:26]=1.C=O.[C:29](O[BH-](OC(=O)C)OC(=O)C)(=O)C.[Na+].C(=O)(O)[O-].[Na+].[Cl:48]CCCl, predict the reaction product. The product is: [ClH:48].[F:1][C:2]1[CH:3]=[CH:4][C:5]2[N:14]=[C:13]([N:15]3[CH2:20][CH2:19][N:18]([CH3:29])[C@@H:17]([CH2:21][CH2:22][O:23][CH3:24])[CH2:16]3)[C:12]3[CH:11]=[C:10]([CH3:25])[S:9][C:8]=3[NH:7][C:6]=2[CH:26]=1. (4) Given the reactants [NH2:1][C@@H:2]1[CH2:7][C:6]([F:9])([F:8])[CH2:5][CH2:4][C@H:3]1[OH:10].S=[C:12]1[CH2:16][S:15][C:14](=[O:17])[NH:13]1, predict the reaction product. The product is: [F:8][C:6]1([F:9])[CH2:7][C@@H:2]([NH:1][C:12]2[CH2:16][S:15][C:14](=[O:17])[N:13]=2)[C@H:3]([OH:10])[CH2:4][CH2:5]1. (5) Given the reactants [F:1][C:2]1[CH:3]=[C:4]([CH:6]=[CH:7][C:8]=1[O:9][C:10]1[CH:15]=[CH:14][N:13]=[C:12]2[CH:16]=[C:17]([C:19]3[N:20]([CH3:31])[C:21]([CH2:24][N:25]4[CH2:30][CH2:29][O:28][CH2:27][CH2:26]4)=[CH:22][N:23]=3)[S:18][C:11]=12)[NH2:5].CC[N:34]([CH:38]([CH3:40])[CH3:39])[CH:35](C)C.ClC(Cl)([O:44]C(=O)OC(Cl)(Cl)Cl)Cl.C1(N)CC1, predict the reaction product. The product is: [CH:38]1([NH:34][C:35]([NH:5][C:4]2[CH:6]=[CH:7][C:8]([O:9][C:10]3[CH:15]=[CH:14][N:13]=[C:12]4[CH:16]=[C:17]([C:19]5[N:20]([CH3:31])[C:21]([CH2:24][N:25]6[CH2:30][CH2:29][O:28][CH2:27][CH2:26]6)=[CH:22][N:23]=5)[S:18][C:11]=34)=[C:2]([F:1])[CH:3]=2)=[O:44])[CH2:39][CH2:40]1. (6) Given the reactants [Cl:1][C:2]1[N:7]=[C:6](Cl)[CH:5]=[C:4]([C:9]2[CH:14]=[CH:13][C:12]([C:15]([F:18])([F:17])[F:16])=[CH:11][CH:10]=2)[N:3]=1.[NH2:19][C:20]1[CH:21]=[C:22]2[C:26](=[CH:27][CH:28]=1)[CH2:25][CH:24]([OH:29])[CH2:23]2, predict the reaction product. The product is: [Cl:1][C:2]1[N:7]=[C:6]([NH:19][C:20]2[CH:21]=[C:22]3[C:26](=[CH:27][CH:28]=2)[CH2:25][CH:24]([OH:29])[CH2:23]3)[CH:5]=[C:4]([C:9]2[CH:14]=[CH:13][C:12]([C:15]([F:18])([F:17])[F:16])=[CH:11][CH:10]=2)[N:3]=1. (7) Given the reactants [Cl-].[Al+3].[Cl-].[Cl-].[Cl:5][C:6]1[CH:11]=[CH:10][CH:9]=[C:8]([Cl:12])[C:7]=1[C:13]1[CH:17]=[CH:16][NH:15][CH:14]=1.[Cl:18][C:19]1[N:27]=[CH:26][CH:25]=[CH:24][C:20]=1[C:21](Cl)=[O:22], predict the reaction product. The product is: [Cl:18][C:19]1[C:20]([C:21]([C:16]2[NH:15][CH:14]=[C:13]([C:7]3[C:6]([Cl:5])=[CH:11][CH:10]=[CH:9][C:8]=3[Cl:12])[CH:17]=2)=[O:22])=[CH:24][CH:25]=[CH:26][N:27]=1.